Dataset: Full USPTO retrosynthesis dataset with 1.9M reactions from patents (1976-2016). Task: Predict the reactants needed to synthesize the given product. (1) Given the product [C:92]([CH2:91][O:90][C:89]1[CH:88]=[C:87](/[C:14](=[CH:47]\[CH:48]=[C:49]2\[N:50]([CH2:72][CH2:73][CH2:74][S:75]([O-:78])(=[O:77])=[O:76])[C:51]3[CH:52]=[CH:53][C:54]4[C:63]([S:64]([O-:67])(=[O:66])=[O:65])=[CH:62][C:61]([S:68]([O-:71])(=[O:69])=[O:70])=[CH:60][C:55]=4[C:56]=3[C:57]\2([CH3:59])[CH3:58])/[CH:15]=[CH:16]/[C:17]2[C:25]([CH3:26])([CH3:27])[C:24]3[C:23]4[CH:28]=[C:29]([S:36]([O-:39])(=[O:37])=[O:38])[CH:30]=[C:31]([S:32]([O-:35])(=[O:33])=[O:34])[C:22]=4[CH:21]=[CH:20][C:19]=3[N+:18]=2[CH2:40][CH2:41][CH2:42][S:43]([O-:46])(=[O:44])=[O:45])[CH:97]=[C:96]([F:98])[CH:95]=1)([OH:94])=[O:93].[Na+:79].[Na+:79].[Na+:79].[Na+:79].[Na+:79], predict the reactants needed to synthesize it. The reactants are: C(CCCCC1C=C(/[C:14](=[CH:47]\[CH:48]=[C:49]2\[N:50]([CH2:72][CH2:73][CH2:74][S:75]([O-:78])(=[O:77])=[O:76])[C:51]3[CH:52]=[CH:53][C:54]4[C:63]([S:64]([O-:67])(=[O:66])=[O:65])=[CH:62][C:61]([S:68]([O-:71])(=[O:70])=[O:69])=[CH:60][C:55]=4[C:56]=3[C:57]\2([CH3:59])[CH3:58])/[CH:15]=[CH:16]/[C:17]2[C:25]([CH3:27])([CH3:26])[C:24]3[C:23]4[CH:28]=[C:29]([S:36]([O-:39])(=[O:38])=[O:37])[CH:30]=[C:31]([S:32]([O-:35])(=[O:34])=[O:33])[C:22]=4[CH:21]=[CH:20][C:19]=3[N+:18]=2[CH2:40][CH2:41][CH2:42][S:43]([O-:46])(=[O:45])=[O:44])C=CC=1)(O)=O.[Na+:79].[Na+].[Na+].[Na+].[Na+].B([C:87]1[CH:88]=[C:89]([CH:95]=[C:96]([F:98])[CH:97]=1)[O:90][CH2:91][C:92]([OH:94])=[O:93])(O)O. (2) Given the product [CH2:13]([O:15][P:16]([CH:23]1[CH2:24][CH2:25][CH2:26][C:21](=[O:27])[CH2:22]1)(=[O:20])[O:17][CH2:18][CH3:19])[CH3:14], predict the reactants needed to synthesize it. The reactants are: C[Si](OS(C(F)(F)F)(=O)=O)(C)C.[CH2:13]([O:15][P:16]([O-:20])[O:17][CH2:18][CH3:19])[CH3:14].[C:21]1(=[O:27])[CH2:26][CH2:25][CH2:24][CH:23]=[CH:22]1.Cl.